Dataset: Full USPTO retrosynthesis dataset with 1.9M reactions from patents (1976-2016). Task: Predict the reactants needed to synthesize the given product. (1) The reactants are: [CH3:1][O:2][C:3]1[CH:4]=[C:5]2[C:10](=[CH:11][CH:12]=1)[C:9](=[O:13])[CH:8]([CH2:14]/[CH:15]=[CH:16]/[CH:17]=O)[CH2:7][CH2:6]2.[C:19]1([CH3:32])[CH:24]=[CH:23][CH:22]=[C:21]([CH2:25][NH:26][CH:27]=[CH:28][C:29](=[O:31])[CH3:30])[CH:20]=1. Given the product [C:29]([C:28]1[CH:15]([CH2:14][CH:8]2[CH2:7][CH2:6][C:5]3[C:10](=[CH:11][CH:12]=[C:3]([O:2][CH3:1])[CH:4]=3)[C:9]2=[O:13])[CH:16]=[CH:17][N:26]([CH2:25][C:21]2[CH:20]=[C:19]([CH3:32])[CH:24]=[CH:23][CH:22]=2)[CH:27]=1)(=[O:31])[CH3:30], predict the reactants needed to synthesize it. (2) Given the product [O:1]1[C:5]([C:6]2[CH:11]=[CH:10][N:9]3[C:12]4[CH2:18][C@H:17]([NH2:19])[C@@H:16]([C:27]5[CH:32]=[C:31]([F:33])[C:30]([F:34])=[CH:29][C:28]=5[F:35])[CH2:15][C:13]=4[N:14]=[C:8]3[CH:7]=2)=[N:4][CH:3]=[N:2]1, predict the reactants needed to synthesize it. The reactants are: [O:1]1[C:5]([C:6]2[CH:11]=[CH:10][N:9]3[C:12]4[CH2:18][C@H:17]([NH:19]C(=O)OC(C)(C)C)[C@@H:16]([C:27]5[CH:32]=[C:31]([F:33])[C:30]([F:34])=[CH:29][C:28]=5[F:35])[CH2:15][C:13]=4[N:14]=[C:8]3[CH:7]=2)=[N:4][CH:3]=[N:2]1.Cl. (3) Given the product [C:14]([C@H:16]1[C@@H:21]2[CH2:22][C@@H:20]2[C@H:19]2[C@H:23]3[C@H:33]([CH2:34][CH2:35][C@:17]12[CH3:18])[C@:31]1([CH3:32])[C:26](=[CH:27][C:28](=[O:36])[CH2:29][CH2:30]1)[CH2:25][CH2:24]3)#[N:15], predict the reactants needed to synthesize it. The reactants are: CC(C)[O-].CC(C)[O-].CC(C)[O-].[Al+3].[C:14]([C@H:16]1[C@@H:21]2[CH2:22][C@@H:20]2[C@H:19]2[C@H:23]3[C@H:33]([CH2:34][CH2:35][C@:17]12[CH3:18])[C@:31]1([CH3:32])[C:26]([CH2:27][C@@H:28]([OH:36])[CH2:29][CH2:30]1)=[CH:25][CH2:24]3)#[N:15]. (4) Given the product [CH3:7][O:8][C:9]1[CH:10]=[CH:11][C:12]([CH:15]([CH2:18][CH2:19][C:20]2[CH:25]=[CH:24][CH:23]=[CH:22][CH:21]=2)[CH2:16][NH2:17])=[CH:13][CH:14]=1, predict the reactants needed to synthesize it. The reactants are: [H-].[Al+3].[Li+].[H-].[H-].[H-].[CH3:7][O:8][C:9]1[CH:14]=[CH:13][C:12]([CH:15]([CH2:18][CH2:19][C:20]2[CH:25]=[CH:24][CH:23]=[CH:22][CH:21]=2)[C:16]#[N:17])=[CH:11][CH:10]=1.C(C(C(C([O-])=O)O)O)([O-])=O.[Na+].[K+]. (5) Given the product [C:1]([O:4][CH2:5][C:6]1[O:8][N:9]=[C:10]([C:11]2[CH:12]=[N:13][C:14]([C:17]([C:22]3[CH:27]=[CH:26][C:25]([C:28]4[CH:29]=[N:30][CH:31]=[C:32]([O:34][CH3:35])[CH:33]=4)=[CH:24][CH:23]=3)([CH3:21])[CH:18]([CH3:19])[CH3:20])=[CH:15][CH:16]=2)[N:36]=1)(=[O:3])[CH3:2], predict the reactants needed to synthesize it. The reactants are: [C:1]([O:4][CH2:5][C:6]([O:8]/[N:9]=[C:10](/[NH2:36])\[C:11]1[CH:12]=[N:13][C:14]([C:17]([C:22]2[CH:27]=[CH:26][C:25]([C:28]3[CH:29]=[N:30][CH:31]=[C:32]([O:34][CH3:35])[CH:33]=3)=[CH:24][CH:23]=2)([CH3:21])[CH:18]([CH3:20])[CH3:19])=[CH:15][CH:16]=1)=O)(=[O:3])[CH3:2]. (6) Given the product [Br:1][C:2]1[CH:10]=[CH:9][C:5]([C:6]([NH:20][S:17]([CH3:16])(=[O:19])=[O:18])=[O:7])=[CH:4][C:3]=1[O:11][CH:12]1[CH2:15][O:14][CH2:13]1, predict the reactants needed to synthesize it. The reactants are: [Br:1][C:2]1[CH:10]=[CH:9][C:5]([C:6](O)=[O:7])=[CH:4][C:3]=1[O:11][CH:12]1[CH2:15][O:14][CH2:13]1.[CH3:16][S:17]([NH2:20])(=[O:19])=[O:18].C(Cl)CCl.C([O-])(O)=O.[Na+]. (7) Given the product [F:46][C:42]1[C:41]([C:2]2[N:3]=[C:4]([N:24]3[CH2:29][CH2:28][O:27][CH2:26][CH2:25]3)[C:5]3[N:11]=[C:10]([CH2:12][CH:13]4[CH2:18][CH2:17][N:16]([C:19](=[O:23])[CH:20]([CH3:22])[CH3:21])[CH2:15][CH2:14]4)[CH:9]=[CH:8][C:6]=3[N:7]=2)=[C:40]2[C:45](=[CH:44][CH:43]=1)[NH:37][CH:38]=[CH:39]2, predict the reactants needed to synthesize it. The reactants are: Cl[C:2]1[N:3]=[C:4]([N:24]2[CH2:29][CH2:28][O:27][CH2:26][CH2:25]2)[C:5]2[N:11]=[C:10]([CH2:12][CH:13]3[CH2:18][CH2:17][N:16]([C:19](=[O:23])[CH:20]([CH3:22])[CH3:21])[CH2:15][CH2:14]3)[CH:9]=[CH:8][C:6]=2[N:7]=1.[Si]([N:37]1[C:45]2[C:40](=[C:41](B3OC(C)(C)C(C)(C)O3)[C:42]([F:46])=[CH:43][CH:44]=2)[CH:39]=[CH:38]1)(C(C)(C)C)(C)C.